Task: Regression. Given a peptide amino acid sequence and an MHC pseudo amino acid sequence, predict their binding affinity value. This is MHC class I binding data.. Dataset: Peptide-MHC class I binding affinity with 185,985 pairs from IEDB/IMGT (1) The peptide sequence is SMKGENVFI. The MHC is HLA-A02:03 with pseudo-sequence HLA-A02:03. The binding affinity (normalized) is 0.655. (2) The peptide sequence is ESMGVYQILA. The MHC is Mamu-A02 with pseudo-sequence Mamu-A02. The binding affinity (normalized) is 0.231. (3) The peptide sequence is RLYSIFLIF. The MHC is HLA-B15:01 with pseudo-sequence HLA-B15:01. The binding affinity (normalized) is 0.888.